This data is from Merck oncology drug combination screen with 23,052 pairs across 39 cell lines. The task is: Regression. Given two drug SMILES strings and cell line genomic features, predict the synergy score measuring deviation from expected non-interaction effect. Drug 1: COc1cc(C2c3cc4c(cc3C(OC3OC5COC(C)OC5C(O)C3O)C3COC(=O)C23)OCO4)cc(OC)c1O. Drug 2: CNC(=O)c1cc(Oc2ccc(NC(=O)Nc3ccc(Cl)c(C(F)(F)F)c3)cc2)ccn1. Cell line: VCAP. Synergy scores: synergy=-19.8.